From a dataset of NCI-60 drug combinations with 297,098 pairs across 59 cell lines. Regression. Given two drug SMILES strings and cell line genomic features, predict the synergy score measuring deviation from expected non-interaction effect. (1) Drug 1: C1=CN(C(=O)N=C1N)C2C(C(C(O2)CO)O)O.Cl. Drug 2: CC1C(C(CC(O1)OC2CC(OC(C2O)C)OC3=CC4=CC5=C(C(=O)C(C(C5)C(C(=O)C(C(C)O)O)OC)OC6CC(C(C(O6)C)O)OC7CC(C(C(O7)C)O)OC8CC(C(C(O8)C)O)(C)O)C(=C4C(=C3C)O)O)O)O. Cell line: SK-MEL-2. Synergy scores: CSS=53.2, Synergy_ZIP=-0.761, Synergy_Bliss=-2.54, Synergy_Loewe=-6.79, Synergy_HSA=-3.51. (2) Synergy scores: CSS=8.61, Synergy_ZIP=0.189, Synergy_Bliss=3.66, Synergy_Loewe=-1.52, Synergy_HSA=0.708. Drug 2: C1CN(P(=O)(OC1)NCCCl)CCCl. Cell line: IGROV1. Drug 1: C1CN(CCN1C(=O)CCBr)C(=O)CCBr. (3) Cell line: DU-145. Drug 1: CC1=C(C=C(C=C1)C(=O)NC2=CC(=CC(=C2)C(F)(F)F)N3C=C(N=C3)C)NC4=NC=CC(=N4)C5=CN=CC=C5. Drug 2: CC1C(C(CC(O1)OC2CC(CC3=C2C(=C4C(=C3O)C(=O)C5=C(C4=O)C(=CC=C5)OC)O)(C(=O)CO)O)N)O.Cl. Synergy scores: CSS=22.8, Synergy_ZIP=1.43, Synergy_Bliss=1.21, Synergy_Loewe=-18.4, Synergy_HSA=0.311. (4) Drug 1: C1=CC(=CC=C1CC(C(=O)O)N)N(CCCl)CCCl.Cl. Drug 2: CC(C)CN1C=NC2=C1C3=CC=CC=C3N=C2N. Cell line: OVCAR-8. Synergy scores: CSS=2.20, Synergy_ZIP=-3.73, Synergy_Bliss=-1.69, Synergy_Loewe=-3.98, Synergy_HSA=-4.39. (5) Drug 1: CN1C(=O)N2C=NC(=C2N=N1)C(=O)N. Drug 2: CCCCC(=O)OCC(=O)C1(CC(C2=C(C1)C(=C3C(=C2O)C(=O)C4=C(C3=O)C=CC=C4OC)O)OC5CC(C(C(O5)C)O)NC(=O)C(F)(F)F)O. Cell line: MCF7. Synergy scores: CSS=30.3, Synergy_ZIP=0.619, Synergy_Bliss=1.56, Synergy_Loewe=-19.2, Synergy_HSA=-1.48. (6) Drug 1: C1CN1P(=S)(N2CC2)N3CC3. Drug 2: CC(C)(C#N)C1=CC(=CC(=C1)CN2C=NC=N2)C(C)(C)C#N. Cell line: CAKI-1. Synergy scores: CSS=14.1, Synergy_ZIP=-6.18, Synergy_Bliss=2.13, Synergy_Loewe=-1.47, Synergy_HSA=-0.782. (7) Drug 1: CC12CCC3C(C1CCC2O)C(CC4=C3C=CC(=C4)O)CCCCCCCCCS(=O)CCCC(C(F)(F)F)(F)F. Drug 2: CC1=C(C(=O)C2=C(C1=O)N3CC4C(C3(C2COC(=O)N)OC)N4)N. Cell line: SF-268. Synergy scores: CSS=7.20, Synergy_ZIP=-2.86, Synergy_Bliss=3.47, Synergy_Loewe=-7.51, Synergy_HSA=-0.988.